Dataset: Full USPTO retrosynthesis dataset with 1.9M reactions from patents (1976-2016). Task: Predict the reactants needed to synthesize the given product. Given the product [O:1]1[CH:5]=[CH:4][CH:3]=[C:2]1[C:6]1[O:7][C:8]([CH3:36])=[C:9]([CH2:11][O:12][C:13]2[CH:33]=[CH:32][C:16]([CH2:17][O:18][C:19]3[CH:23]=[C:22](/[CH:24]=[CH:43]/[C:41]4[N:40]=[CH:39][S:38][CH:42]=4)[N:21]([C:26]4[CH:31]=[CH:30][CH:29]=[CH:28][CH:27]=4)[N:20]=3)=[CH:15][C:14]=2[O:34][CH3:35])[N:10]=1, predict the reactants needed to synthesize it. The reactants are: [O:1]1[CH:5]=[CH:4][CH:3]=[C:2]1[C:6]1[O:7][C:8]([CH3:36])=[C:9]([CH2:11][O:12][C:13]2[CH:33]=[CH:32][C:16]([CH2:17][O:18][C:19]3[CH:23]=[C:22]([CH:24]=O)[N:21]([C:26]4[CH:31]=[CH:30][CH:29]=[CH:28][CH:27]=4)[N:20]=3)=[CH:15][C:14]=2[O:34][CH3:35])[N:10]=1.[Cl-].[S:38]1[CH:42]=[C:41]([CH2:43][P+](C2C=CC=CC=2)(C2C=CC=CC=2)C2C=CC=CC=2)[N:40]=[CH:39]1.C(=O)([O-])[O-].[K+].[K+].CN(C)C=O.